From a dataset of Catalyst prediction with 721,799 reactions and 888 catalyst types from USPTO. Predict which catalyst facilitates the given reaction. (1) Reactant: Cl.[CH3:2][O:3][C:4](=[O:17])[C@H:5]([CH2:7][C:8]1[C:16]2[C:11](=[CH:12][CH:13]=[CH:14][CH:15]=2)[NH:10][CH:9]=1)[NH2:6].C([O:25][C:26]([C@@H:28]1[CH2:33][CH2:32]OS(=O)(=O)[N:29]1[C:36]([O:38][CH2:39][CH:40]1[C:52]2[CH:51]=[CH:50][CH:49]=[CH:48][C:47]=2[C:46]2[C:41]1=[CH:42][CH:43]=[CH:44][CH:45]=2)=[O:37])=O)C1C=CC=CC=1.P(O)(O)([O-])=O.[K+]. Product: [CH3:2][O:3][C:4](=[O:17])[C@@H:5]([N:6]1[CH2:32][CH2:33][C@H:28]([NH:29][C:36]([O:38][CH2:39][CH:40]2[C:52]3[CH:51]=[CH:50][CH:49]=[CH:48][C:47]=3[C:46]3[C:41]2=[CH:42][CH:43]=[CH:44][CH:45]=3)=[O:37])[C:26]1=[O:25])[CH2:7][C:8]1[C:16]2[C:11](=[CH:12][CH:13]=[CH:14][CH:15]=2)[NH:10][CH:9]=1. The catalyst class is: 10. (2) Reactant: [F:1][C:2]1[CH:7]=[CH:6][C:5]([O:8][CH2:9][O:10][CH3:11])=[CH:4][N:3]=1.C([Li])(C)(C)C.[I:17]I.O. Product: [F:1][C:2]1[CH:7]=[C:6]([I:17])[C:5]([O:8][CH2:9][O:10][CH3:11])=[CH:4][N:3]=1. The catalyst class is: 1.